Dataset: Reaction yield outcomes from USPTO patents with 853,638 reactions. Task: Predict the reaction yield, written as a fraction of the theoretical maximum amount of product (1.0 means a 100% yield; for example, 0.34 means a 34% yield). (1) The reactants are [NH2:1][CH:2]1[C:10]2[C:5](=[CH:6][CH:7]=[CH:8][CH:9]=2)[C:4](=[O:11])[N:3]1[CH2:12][C:13]1[CH:18]=[CH:17][CH:16]=[CH:15][CH:14]=1.C(=O)([O-])[O-].[K+].[K+].Br[CH2:26][C:27]([O:29][CH2:30][CH3:31])=[O:28]. The catalyst is O1CCOCC1. The product is [CH2:30]([O:29][C:27](=[O:28])[CH3:26])[CH3:31].[CH2:12]([N:3]1[C:4](=[O:11])[C:5]2[C:10](=[CH:9][CH:8]=[CH:7][CH:6]=2)[CH:2]1[NH2:1])[C:13]1[CH:14]=[CH:15][CH:16]=[CH:17][CH:18]=1. The yield is 0.550. (2) The reactants are [C:1](Cl)(=[O:4])[CH:2]=[CH2:3].[Cl:6][C:7]1[C:8]([C:30]2[C:38]3[C:33](=[CH:34][CH:35]=[CH:36][CH:37]=3)[NH:32][CH:31]=2)=[N:9][C:10]([NH:13][C:14]2[CH:15]=[C:16]([NH2:29])[C:17]([N:22]3[CH2:27][CH2:26][N:25]([CH3:28])[CH2:24][CH2:23]3)=[CH:18][C:19]=2[O:20][CH3:21])=[N:11][CH:12]=1.CCN(C(C)C)C(C)C. The yield is 0.420. The catalyst is C1COCC1.O.C(Cl)Cl. The product is [Cl:6][C:7]1[C:8]([C:30]2[C:38]3[C:33](=[CH:34][CH:35]=[CH:36][CH:37]=3)[NH:32][CH:31]=2)=[N:9][C:10]([NH:13][C:14]2[C:19]([O:20][CH3:21])=[CH:18][C:17]([N:22]3[CH2:23][CH2:24][N:25]([CH3:28])[CH2:26][CH2:27]3)=[C:16]([NH:29][C:1](=[O:4])[CH:2]=[CH2:3])[CH:15]=2)=[N:11][CH:12]=1. (3) The catalyst is O1CCOCC1.C1C=CC(/C=C/C(/C=C/C2C=CC=CC=2)=O)=CC=1.C1C=CC(/C=C/C(/C=C/C2C=CC=CC=2)=O)=CC=1.C1C=CC(/C=C/C(/C=C/C2C=CC=CC=2)=O)=CC=1.[Pd].[Pd]. The product is [CH3:24][O:25][C:26]1[CH:35]=[C:34]([NH:36][C:37](=[O:53])[C:38]2[CH:43]=[CH:42][CH:41]=[C:40]([C:2]3[CH:3]=[C:4]([NH:11][C:12]4[CH:17]=[CH:16][CH:15]=[C:14]([N:18]5[CH2:22][CH2:21][CH2:20][CH:19]5[CH3:23])[N:13]=4)[C:5]4[N:6]([N:8]=[CH:9][N:10]=4)[CH:7]=3)[CH:39]=2)[CH:33]=[CH:32][C:27]=1[C:28]([O:30][CH3:31])=[O:29]. The reactants are Cl[C:2]1[CH:3]=[C:4]([NH:11][C:12]2[CH:17]=[CH:16][CH:15]=[C:14]([N:18]3[CH2:22][CH2:21][CH2:20][CH:19]3[CH3:23])[N:13]=2)[C:5]2[N:6]([N:8]=[CH:9][N:10]=2)[CH:7]=1.[CH3:24][O:25][C:26]1[CH:35]=[C:34]([NH:36][C:37](=[O:53])[C:38]2[CH:43]=[CH:42][CH:41]=[C:40](B3OC(C)(C)C(C)(C)O3)[CH:39]=2)[CH:33]=[CH:32][C:27]=1[C:28]([O:30][CH3:31])=[O:29].CC(C1C=C(C(C)C)C(C2C=CC=CC=2P(C2CCCCC2)C2CCCCC2)=C(C(C)C)C=1)C.C(=O)([O-])[O-].[Na+].[Na+].[F-].[Cs+]. The yield is 0.437.